This data is from Full USPTO retrosynthesis dataset with 1.9M reactions from patents (1976-2016). The task is: Predict the reactants needed to synthesize the given product. The reactants are: I[C:2]1[N:3]([CH3:24])[C:4]2[C:9]([N:10]=1)=[C:8]([O:11][C@H:12]1[CH2:16][CH2:15][N:14]([C:17]([O:19][C:20]([CH3:23])([CH3:22])[CH3:21])=[O:18])[CH2:13]1)[N:7]=[CH:6][N:5]=2.CC1(C)C(C)(C)OB([C:33]2[CH:34]=[CH:35][C:36]([C:39]([F:42])([F:41])[F:40])=[N:37][CH:38]=2)O1.[C:44](=O)([O-])[O-].[K+].[K+]. Given the product [CH2:24]([N:3]1[C:2]([C:33]2[CH:38]=[N:37][C:36]([C:39]([F:42])([F:40])[F:41])=[CH:35][CH:34]=2)=[N:10][C:9]2[C:4]1=[N:5][CH:6]=[N:7][C:8]=2[O:11][C@H:12]1[CH2:16][CH2:15][N:14]([C:17]([O:19][C:20]([CH3:23])([CH3:22])[CH3:21])=[O:18])[CH2:13]1)[CH3:44], predict the reactants needed to synthesize it.